Dataset: Forward reaction prediction with 1.9M reactions from USPTO patents (1976-2016). Task: Predict the product of the given reaction. (1) Given the reactants [H-].[Na+].[CH3:3][S:4][C:5]1[CH:10]=[CH:9][C:8]([CH2:11][C:12]#[N:13])=[CH:7][CH:6]=1.[C:14]([O:18][C:19](=[O:27])[N:20]([CH2:24][CH2:25]Cl)[CH2:21][CH2:22]Cl)([CH3:17])([CH3:16])[CH3:15].[Cl-].[NH4+], predict the reaction product. The product is: [C:14]([O:18][C:19]([N:20]1[CH2:24][CH2:25][C:11]([C:12]#[N:13])([C:8]2[CH:9]=[CH:10][C:5]([S:4][CH3:3])=[CH:6][CH:7]=2)[CH2:22][CH2:21]1)=[O:27])([CH3:17])([CH3:16])[CH3:15]. (2) The product is: [CH3:1][O:2][C:3]([C:5]1([C:8]2[CH:13]=[CH:12][CH:11]=[CH:10][C:9]=2[CH2:14][CH2:15][C:16]2[C:21]([C:22]([F:23])([F:25])[F:24])=[CH:20][N:19]=[C:18]([NH:26][C:27]3[CH:32]=[CH:31][C:30]([CH:33]4[CH2:34][N:35]([C:37]([O:39][C:40]([CH3:42])([CH3:43])[CH3:41])=[O:38])[CH2:36]4)=[CH:29][CH:28]=3)[N:17]=2)[CH2:6][CH2:7]1)=[O:4]. Given the reactants [CH3:1][O:2][C:3]([C:5]1([C:8]2[CH:13]=[CH:12][CH:11]=[CH:10][C:9]=2[C:14]#[C:15][C:16]2[C:21]([C:22]([F:25])([F:24])[F:23])=[CH:20][N:19]=[C:18]([NH:26][C:27]3[CH:32]=[CH:31][C:30]([CH:33]4[CH2:36][N:35]([C:37]([O:39][C:40]([CH3:43])([CH3:42])[CH3:41])=[O:38])[CH2:34]4)=[CH:29][CH:28]=3)[N:17]=2)[CH2:7][CH2:6]1)=[O:4].CCN(CC)CC.[H][H], predict the reaction product.